From a dataset of Catalyst prediction with 721,799 reactions and 888 catalyst types from USPTO. Predict which catalyst facilitates the given reaction. (1) Reactant: CN(C(ON1N=NC2C=CC=NC1=2)=[N+](C)C)C.F[P-](F)(F)(F)(F)F.CCN(C(C)C)C(C)C.[NH2:34][C@@H:35]([C@H:46]([OH:55])[C:47]1[CH:52]=[CH:51][C:50]([O:53][CH3:54])=[CH:49][CH:48]=1)[C:36]([O:38][CH2:39][C:40]1[CH:45]=[CH:44][CH:43]=[CH:42][CH:41]=1)=[O:37].[NH:56]([C:63]([O:65][C:66]([CH3:69])([CH3:68])[CH3:67])=[O:64])[C@H:57]([C:60](O)=[O:61])[CH2:58][OH:59]. Product: [C:66]([O:65][C:63]([NH:56][C@@H:57]([CH2:60][OH:61])[C:58]([NH:34][C@@H:35]([C@H:46]([OH:55])[C:47]1[CH:52]=[CH:51][C:50]([O:53][CH3:54])=[CH:49][CH:48]=1)[C:36]([O:38][CH2:39][C:40]1[CH:41]=[CH:42][CH:43]=[CH:44][CH:45]=1)=[O:37])=[O:59])=[O:64])([CH3:69])([CH3:68])[CH3:67]. The catalyst class is: 3. (2) Reactant: [F:1][C:2]1[CH:7]=[C:6]([F:8])[CH:5]=[CH:4][C:3]=1[CH:9]([OH:27])[CH:10]([CH2:16][C:17]1[CH:22]=[CH:21][C:20]([C:23]([F:26])([F:25])[F:24])=[CH:19][CH:18]=1)[C:11]([O:13]CC)=[O:12].[OH-].[Na+].Cl. Product: [F:1][C:2]1[CH:7]=[C:6]([F:8])[CH:5]=[CH:4][C:3]=1[CH:9]([OH:27])[CH:10]([CH2:16][C:17]1[CH:22]=[CH:21][C:20]([C:23]([F:24])([F:25])[F:26])=[CH:19][CH:18]=1)[C:11]([OH:13])=[O:12]. The catalyst class is: 5. (3) Reactant: O[C:2]1[CH:7]=[CH:6][C:5]([CH3:8])=[CH:4][C:3]=1[NH:9][C:10]([C:12]1[C:24]([O:25][CH3:26])=[CH:23][C:22]2[C:21]3[C:16](=[CH:17][C:18]([C:27]([NH:29][C:30]4[CH:35]=[C:34]([CH3:36])[CH:33]=[CH:32][C:31]=4[OH:37])=O)=[CH:19][CH:20]=3)[C:15]([CH2:41][CH2:42][CH3:43])([CH2:38][CH2:39][CH3:40])[C:14]=2[CH:13]=1)=[O:11].B(O)(O)O. Product: [CH3:8][C:5]1[CH:6]=[CH:7][C:2]2[O:11][C:10]([C:12]3[C:24]([O:25][CH3:26])=[CH:23][C:22]4[C:21]5[C:16](=[CH:17][C:18]([C:27]6[O:37][C:31]7[CH:32]=[CH:33][C:34]([CH3:36])=[CH:35][C:30]=7[N:29]=6)=[CH:19][CH:20]=5)[C:15]([CH2:41][CH2:42][CH3:43])([CH2:38][CH2:39][CH3:40])[C:14]=4[CH:13]=3)=[N:9][C:3]=2[CH:4]=1. The catalyst class is: 6.